From a dataset of Reaction yield outcomes from USPTO patents with 853,638 reactions. Predict the reaction yield, written as a fraction of the theoretical maximum amount of product (1.0 means a 100% yield; for example, 0.34 means a 34% yield). (1) The reactants are [OH:1][C:2]([CH3:35])([CH3:34])[CH2:3][C@@:4]1([C:28]2[CH:33]=[CH:32][CH:31]=[CH:30][CH:29]=2)[O:9][C:8](=[O:10])[N:7]([C@H:11]([C:13]2[CH:18]=[CH:17][C:16](B3OC(C)(C)C(C)(C)O3)=[CH:15][CH:14]=2)[CH3:12])[CH2:6][CH2:5]1.I[C:37]1[CH:42]=[CH:41][NH:40][C:39](=[O:43])[CH:38]=1.C([O-])([O-])=O.[Cs+].[Cs+].C(Cl)Cl. The catalyst is O1CCOCC1.C1C=CC(P(C2C=CC=CC=2)[C-]2C=CC=C2)=CC=1.C1C=CC(P(C2C=CC=CC=2)[C-]2C=CC=C2)=CC=1.Cl[Pd]Cl.[Fe+2]. The product is [OH:1][C:2]([CH3:34])([CH3:35])[CH2:3][C@@:4]1([C:28]2[CH:33]=[CH:32][CH:31]=[CH:30][CH:29]=2)[O:9][C:8](=[O:10])[N:7]([C@H:11]([C:13]2[CH:14]=[CH:15][C:16]([C:37]3[CH:42]=[CH:41][NH:40][C:39](=[O:43])[CH:38]=3)=[CH:17][CH:18]=2)[CH3:12])[CH2:6][CH2:5]1. The yield is 0.710. (2) The reactants are Br[C:2]1[C:3]([C:8]#[N:9])=[N:4][CH:5]=[CH:6][CH:7]=1.[Br:10][C:11]1[CH:12]=[C:13]([CH:17]=[CH:18][CH:19]=1)[C:14](Cl)=[O:15]. The catalyst is C1COCC1.[Zn]. The product is [Br:10][C:11]1[CH:12]=[C:13]([CH:17]=[CH:18][CH:19]=1)[C:14]([C:2]1[C:3]([C:8]#[N:9])=[N:4][CH:5]=[CH:6][CH:7]=1)=[O:15]. The yield is 0.630.